From a dataset of Catalyst prediction with 721,799 reactions and 888 catalyst types from USPTO. Predict which catalyst facilitates the given reaction. (1) Reactant: [Li+].[OH-].[CH:3]1([C@@H:9]2[NH:33][CH2:32][CH2:31][CH2:30][CH2:29][CH:28]=[CH:27][C:26]3[CH:34]=[C:22]([CH:23]=[CH:24][CH:25]=3)[C:21]3=[CH:35][C:17](=[CH:18][CH:19]=[CH:20]3)[CH2:16][O:15][C@H:14]3[CH2:36][N:11]([C@H:12]([C:37]([O:39]C)=[O:38])[CH2:13]3)[C:10]2=[O:41])[CH2:8][CH2:7][CH2:6][CH2:5][CH2:4]1. Product: [CH:3]1([C@@H:9]2[NH:33][CH2:32][CH2:31][CH2:30][CH2:29][CH:28]=[CH:27][C:26]3[CH:34]=[C:22]([CH:23]=[CH:24][CH:25]=3)[C:21]3=[CH:35][C:17](=[CH:18][CH:19]=[CH:20]3)[CH2:16][O:15][C@H:14]3[CH2:36][N:11]([C@H:12]([C:37]([OH:39])=[O:38])[CH2:13]3)[C:10]2=[O:41])[CH2:8][CH2:7][CH2:6][CH2:5][CH2:4]1. The catalyst class is: 636. (2) Reactant: C(NCCO)(=[O:3])C.[H-].[Na+].F[C:11]1[CH:20]=[CH:19][CH:18]=[C:17]2[C:12]=1[C:13]([NH:21][C:22]1[CH:27]=[CH:26][C:25]([O:28][CH2:29][C:30]3[CH:35]=[CH:34][CH:33]=[CH:32][N:31]=3)=[C:24]([CH3:36])[CH:23]=1)=[N:14][CH:15]=[N:16]2.[Cl-].[NH4+]. Product: [CH3:36][C:24]1[CH:23]=[C:22]([NH:21][C:13]2[C:12]3[C:11]([OH:3])=[CH:20][CH:19]=[CH:18][C:17]=3[N:16]=[CH:15][N:14]=2)[CH:27]=[CH:26][C:25]=1[O:28][CH2:29][C:30]1[CH:35]=[CH:34][CH:33]=[CH:32][N:31]=1. The catalyst class is: 44. (3) Reactant: [CH2:1]([O:8][C:9]([N:11]1[CH2:16][CH2:15][CH:14]([NH:17][C:18]([C@@H:20]2[CH2:25][CH2:24][C:23](=[N:26][O:27][CH2:28][C:29]3[CH:34]=[CH:33][CH:32]=[CH:31][CH:30]=3)[CH2:22][NH:21]2)=[O:19])[CH2:13][CH2:12]1)=[O:10])[C:2]1[CH:7]=[CH:6][CH:5]=[CH:4][CH:3]=1.S(=O)(=O)(O)O.[BH4-].[Na+].C(=O)([O-])O.[Na+]. Product: [CH2:1]([O:8][C:9]([N:11]1[CH2:16][CH2:15][CH:14]([NH:17][C:18]([C@@H:20]2[CH2:25][CH2:24][C@@H:23]([NH:26][O:27][CH2:28][C:29]3[CH:34]=[CH:33][CH:32]=[CH:31][CH:30]=3)[CH2:22][NH:21]2)=[O:19])[CH2:13][CH2:12]1)=[O:10])[C:2]1[CH:7]=[CH:6][CH:5]=[CH:4][CH:3]=1. The catalyst class is: 783. (4) Reactant: [CH2:1]([CH:4]1[CH2:8][NH:7][C:6](=[O:9])[CH2:5]1)[CH2:2][CH3:3].[Cl:10][C:11]1[CH:16]=[CH:15][C:14]([CH2:17]Cl)=[CH:13][N:12]=1.[H-].[Na+]. Product: [Cl:10][C:11]1[N:12]=[CH:13][C:14]([CH2:17][N:7]2[CH2:8][CH:4]([CH2:1][CH2:2][CH3:3])[CH2:5][C:6]2=[O:9])=[CH:15][CH:16]=1. The catalyst class is: 10. (5) Product: [CH3:52][C@H:51]1[CH2:50][CH2:49][C@@H:48]([C:53]([N:34]2[CH2:38][CH2:37][CH2:36][CH2:35]2)=[O:54])[CH2:47][N:46]1[C:44]([O:43][C:39]([CH3:40])([CH3:42])[CH3:41])=[O:45]. The catalyst class is: 46. Reactant: F[P-](F)(F)(F)(F)F.N1(OC(N(C)C)=[N+](C)C)C2N=CC=CC=2N=N1.C(N(C(C)C)CC)(C)C.[NH:34]1[CH2:38][CH2:37][CH2:36][CH2:35]1.[C:39]([O:43][C:44]([N:46]1[C@H:51]([CH3:52])[CH2:50][CH2:49][C@H:48]([C:53](O)=[O:54])[CH2:47]1)=[O:45])([CH3:42])([CH3:41])[CH3:40].C[C@H]1NC[C@@H](C(O)=O)CC1. (6) Product: [CH2:1]([NH:4][CH2:22][CH2:21][C:16]1[CH:17]=[CH:18][CH:19]=[CH:20][C:15]=1[F:14])[CH:2]=[CH2:3]. Reactant: [CH2:1]([NH2:4])[CH:2]=[CH2:3].C(N(C(C)C)CC)(C)C.[F:14][C:15]1[CH:20]=[CH:19][CH:18]=[CH:17][C:16]=1[CH2:21][CH2:22]OS(C1C=CC(C)=CC=1)(=O)=O.[OH-].[Na+]. The catalyst class is: 10.